From a dataset of Full USPTO retrosynthesis dataset with 1.9M reactions from patents (1976-2016). Predict the reactants needed to synthesize the given product. The reactants are: [Cl:1][C:2]1[C:7]([CH3:8])=[C:6]([S:9](=[O:17])(=[O:16])[NH:10][C:11]([CH2:14][CH3:15])([CH3:13])[CH3:12])[CH:5]=[CH:4][C:3]=1[C:18]1[S:22][C:21]([C:23](O)=[O:24])=[N:20][C:19]=1[C:26]([N:28]1[CH2:33][CH2:32][CH:31]([CH3:34])[CH2:30][CH2:29]1)=[O:27].CN(C(ON1N=[N:50][C:45]2[CH:46]=[CH:47]C=N[C:44]1=2)=[N+](C)C)C.F[P-](F)(F)(F)(F)F.CCN(C(C)C)C(C)C. Given the product [Cl:1][C:2]1[C:7]([CH3:8])=[C:6]([S:9](=[O:16])(=[O:17])[NH:10][C:11]([CH2:14][CH3:15])([CH3:13])[CH3:12])[CH:5]=[CH:4][C:3]=1[C:18]1[S:22][C:21]([C:23]([NH:50][CH:45]2[CH2:44][CH2:6][S:9](=[O:17])(=[O:16])[CH2:47][CH2:46]2)=[O:24])=[N:20][C:19]=1[C:26]([N:28]1[CH2:29][CH2:30][CH:31]([CH3:34])[CH2:32][CH2:33]1)=[O:27], predict the reactants needed to synthesize it.